This data is from Forward reaction prediction with 1.9M reactions from USPTO patents (1976-2016). The task is: Predict the product of the given reaction. (1) Given the reactants [CH:1]1([C:4]2[N:8]=[C:7]([C:9]3[C:10]4[CH2:28][CH2:27][CH2:26][CH2:25][C:11]=4[S:12][C:13]=3[NH:14][C:15](N3CCC[C@@H]3C(O)=O)=[O:16])[O:6][N:5]=2)[CH2:3][CH2:2]1.[C:29]12C(=O)[O:37][C:35](=[O:36])[C:30]=1[CH2:31][CH2:32][CH2:33][CH2:34]2, predict the reaction product. The product is: [CH:1]1([C:4]2[N:8]=[C:7]([C:9]3[C:10]4[CH2:28][CH2:27][CH2:26][CH2:25][C:11]=4[S:12][C:13]=3[NH:14][C:15]([C:29]3[CH2:34][CH2:33][CH2:32][CH2:31][C:30]=3[C:35]([OH:37])=[O:36])=[O:16])[O:6][N:5]=2)[CH2:3][CH2:2]1. (2) Given the reactants F[C:2]1[C:11]([S:12][CH3:13])=[C:10]([C:14]([F:17])([F:16])[F:15])[CH:9]=[CH:8][C:3]=1[C:4]([O:6][CH3:7])=[O:5].[CH3:18][O-:19].[Na+], predict the reaction product. The product is: [CH3:18][O:19][C:2]1[C:11]([S:12][CH3:13])=[C:10]([C:14]([F:17])([F:16])[F:15])[CH:9]=[CH:8][C:3]=1[C:4]([O:6][CH3:7])=[O:5]. (3) Given the reactants [CH2:1]([O:8][C@H:9]([CH3:28])[C@H:10]([NH2:27])[C:11]1[N:15]([C:16]2[CH:21]=[CH:20][CH:19]=[CH:18][CH:17]=2)[C:14]2[CH:22]=[C:23]([F:26])[CH:24]=[CH:25][C:13]=2[N:12]=1)[C:2]1[CH:7]=[CH:6][CH:5]=[CH:4][CH:3]=1.Cl[C:30]1[N:38]=[CH:37][N:36]=[C:35]2[C:31]=1[N:32]=[CH:33][N:34]2C1CCCCO1.CCN(C(C)C)C(C)C, predict the reaction product. The product is: [CH2:1]([O:8][C@H:9]([CH3:28])[C@H:10]([NH:27][C:30]1[N:38]=[CH:37][N:36]=[C:35]2[C:31]=1[NH:32][CH:33]=[N:34]2)[C:11]1[N:15]([C:16]2[CH:21]=[CH:20][CH:19]=[CH:18][CH:17]=2)[C:14]2[CH:22]=[C:23]([F:26])[CH:24]=[CH:25][C:13]=2[N:12]=1)[C:2]1[CH:3]=[CH:4][CH:5]=[CH:6][CH:7]=1. (4) Given the reactants [OH:1][CH2:2][C:3]1[C:4]2[N:5]([CH:9]=[C:10]([CH:12]([CH3:14])[CH3:13])[N:11]=2)[CH:6]=[CH:7][CH:8]=1.[K+].[Br-], predict the reaction product. The product is: [CH:12]([C:10]1[N:11]=[C:4]2[C:3]([CH:2]=[O:1])=[CH:8][CH:7]=[CH:6][N:5]2[CH:9]=1)([CH3:14])[CH3:13]. (5) Given the reactants [CH:1]1([CH:6]2[CH2:14][C:13]3[C:8](=[C:9]([CH3:32])[C:10]([CH3:31])=[C:11]([O:15][CH2:16][C:17]4[CH:22]=[CH:21][CH:20]=[C:19](B5OCC(C)(C)CO5)[CH:18]=4)[CH:12]=3)[C:7]2=[O:33])[CH2:5][CH2:4][CH2:3][CH2:2]1.Br[C:35]1[CH:44]=[CH:43][C:38]([C:39]([O:41]C)=[O:40])=[CH:37][C:36]=1[F:45], predict the reaction product. The product is: [CH:1]1([CH:6]2[CH2:14][C:13]3[C:8](=[C:9]([CH3:32])[C:10]([CH3:31])=[C:11]([O:15][CH2:16][C:17]4[CH:18]=[C:19]([C:35]5[CH:44]=[CH:43][C:38]([C:39]([OH:41])=[O:40])=[CH:37][C:36]=5[F:45])[CH:20]=[CH:21][CH:22]=4)[CH:12]=3)[C:7]2=[O:33])[CH2:5][CH2:4][CH2:3][CH2:2]1. (6) Given the reactants [F:1][C:2]1[CH:7]=[CH:6][C:5]([NH2:8])=[CH:4][C:3]=1[N+:9]([O-:11])=[O:10].[F:12][C:13]1[CH:21]=[CH:20][CH:19]=[CH:18][C:14]=1[C:15](Cl)=[O:16].S1C=CC=C1C(Cl)=O, predict the reaction product. The product is: [F:12][C:13]1[CH:21]=[CH:20][CH:19]=[CH:18][C:14]=1[C:15]([NH:8][C:5]1[CH:6]=[CH:7][C:2]([F:1])=[C:3]([N+:9]([O-:11])=[O:10])[CH:4]=1)=[O:16]. (7) Given the reactants [F:1][C:2]1[C:10]([O:11][C:12]2[C:21]3[C:16](=[CH:17][C:18]([OH:24])=[C:19]([O:22][CH3:23])[CH:20]=3)[N:15]=[CH:14][N:13]=2)=[CH:9][CH:8]=[C:7]2[C:3]=1[CH:4]=[C:5]([CH3:25])[NH:6]2.S(C1C=CC(C)=CC=1)(O[CH2:30][CH:31]1[O:33][CH2:32]1)(=O)=O.C(=O)([O-])[O-].[K+].[K+], predict the reaction product. The product is: [F:1][C:2]1[C:10]([O:11][C:12]2[C:21]3[C:16](=[CH:17][C:18]([O:24][CH2:30][C@H:31]4[CH2:32][O:33]4)=[C:19]([O:22][CH3:23])[CH:20]=3)[N:15]=[CH:14][N:13]=2)=[CH:9][CH:8]=[C:7]2[C:3]=1[CH:4]=[C:5]([CH3:25])[NH:6]2.